This data is from Catalyst prediction with 721,799 reactions and 888 catalyst types from USPTO. The task is: Predict which catalyst facilitates the given reaction. (1) Reactant: [F:1][C:2]1[CH:3]=[C:4]2[C:8](=[CH:9][CH:10]=1)[NH:7][C:6](=[O:11])[C:5]2=[N:12][N:13]=[CH:14][C:15]1[NH:19][C:18]([CH3:20])=[C:17]([C:21]([NH:23][CH2:24][CH2:25][CH2:26][CH2:27][CH2:28][C:29]([OH:31])=O)=[O:22])[C:16]=1[CH3:32].Cl.C(N=C=NCCCN(C)C)C.OC1C2N=NNC=2C=CC=1.C(N(CC)CC)C.[F:62][C:63]1[CH:68]=[CH:67][C:66]([NH2:69])=[C:65]([NH2:70])[CH:64]=1. Product: [F:1][C:2]1[CH:3]=[C:4]2[C:8](=[CH:9][CH:10]=1)[NH:7][C:6](=[O:11])[C:5]2=[N:12][N:13]=[CH:14][C:15]1[NH:19][C:18]([CH3:20])=[C:17]([C:21]([NH:23][CH2:24][CH2:25][CH2:26][CH2:27][CH2:28][C:29]([NH:69][C:66]2[CH:67]=[CH:68][C:63]([F:62])=[CH:64][C:65]=2[NH2:70])=[O:31])=[O:22])[C:16]=1[CH3:32]. The catalyst class is: 650. (2) Reactant: [F:1][C:2]1[CH:3]=[C:4]2[C:8](=[CH:9][CH:10]=1)[N:7]([CH2:11][C:12]([OH:14])=[O:13])[C:6]([CH3:15])=[C:5]2[C:16]1[C:25]2[C:20](=[CH:21][CH:22]=[CH:23][CH:24]=2)[C:19](=[O:26])[N:18]([CH2:27][C:28]([O:30]C)=O)[N:17]=1.[NH2:32][NH2:33]. Product: [F:1][C:2]1[CH:3]=[C:4]2[C:8](=[CH:9][CH:10]=1)[N:7]([CH2:11][C:12]([OH:14])=[O:13])[C:6]([CH3:15])=[C:5]2[C:16]1[C:25]2[C:20](=[CH:21][CH:22]=[CH:23][CH:24]=2)[C:19](=[O:26])[N:18]([CH2:27][C:28]([NH:32][NH2:33])=[O:30])[N:17]=1. The catalyst class is: 5. (3) Reactant: [CH3:1][C:2]1[S:3][C:4]([C:8]([OH:10])=O)=[C:5]([CH3:7])[N:6]=1.[NH2:11][C:12]1[CH:13]=[C:14]([CH:31]=[CH:32][CH:33]=1)[O:15][C:16]1[CH:17]=[CH:18][C:19]2[N:20]([CH:22]=[C:23]([NH:25][C:26]([CH:28]3[CH2:30][CH2:29]3)=[O:27])[N:24]=2)[N:21]=1.ON1C2C=CC=CC=2N=N1.Cl.C(N=C=NCCCN(C)C)C.C(N(CC)CC)C. Product: [CH:28]1([C:26]([NH:25][C:23]2[N:24]=[C:19]3[CH:18]=[CH:17][C:16]([O:15][C:14]4[CH:13]=[C:12]([NH:11][C:8]([C:4]5[S:3][C:2]([CH3:1])=[N:6][C:5]=5[CH3:7])=[O:10])[CH:33]=[CH:32][CH:31]=4)=[N:21][N:20]3[CH:22]=2)=[O:27])[CH2:29][CH2:30]1. The catalyst class is: 9.